From a dataset of Full USPTO retrosynthesis dataset with 1.9M reactions from patents (1976-2016). Predict the reactants needed to synthesize the given product. (1) Given the product [F:30][C:31]1[CH:36]=[CH:35][C:34]([C:12]2[N:13]([CH:19]([CH3:20])[CH3:21])[N:14]=[C:15]3[C:11]=2[CH2:10][CH2:9][NH:8][CH:17]([CH3:18])[CH2:16]3)=[CH:33][CH:32]=1, predict the reactants needed to synthesize it. The reactants are: C(OC([N:8]1[CH:17]([CH3:18])[CH2:16][C:15]2[C:11](=[C:12](OS(C(F)(F)F)(=O)=O)[N:13]([CH:19]([CH3:21])[CH3:20])[N:14]=2)[CH2:10][CH2:9]1)=O)(C)(C)C.[F:30][C:31]1[CH:36]=[CH:35][C:34](B(O)O)=[CH:33][CH:32]=1.FC1C=CC(C2N(C(C)C)N=C3C=2CC(C)NCC3)=CC=1. (2) The reactants are: [CH3:1][CH:2]1[O:7][CH:6]([CH3:8])[CH2:5][N:4]([C:9]2[C:16]([F:17])=[C:15]([F:18])[C:14](B3OC(C)(C)C(C)(C)O3)=[CH:13][C:10]=2[CH:11]=[O:12])[CH2:3]1.I[C:29]1[CH:34]=[N:33][CH:32]=[CH:31][N:30]=1.C(=O)([O-])[O-].[Na+].[Na+]. Given the product [CH3:8][CH:6]1[O:7][CH:2]([CH3:1])[CH2:3][N:4]([C:9]2[C:16]([F:17])=[C:15]([F:18])[C:14]([C:29]3[CH:34]=[N:33][CH:32]=[CH:31][N:30]=3)=[CH:13][C:10]=2[CH:11]=[O:12])[CH2:5]1, predict the reactants needed to synthesize it. (3) Given the product [SH:15][C:2]1[N:7]([CH2:8][CH2:9][CH3:10])[C:6](=[O:11])[N:5]([CH3:12])[C:4](=[O:13])[CH:3]=1, predict the reactants needed to synthesize it. The reactants are: Cl[C:2]1[N:7]([CH2:8][CH2:9][CH3:10])[C:6](=[O:11])[N:5]([CH3:12])[C:4](=[O:13])[CH:3]=1.O.[SH-:15].[Na+]. (4) Given the product [CH2:9]([O:12][C:6]1[CH:7]=[C:2]([Cl:1])[N:3]=[CH:4][N:5]=1)[CH:10]=[CH2:11], predict the reactants needed to synthesize it. The reactants are: [Cl:1][C:2]1[CH:7]=[C:6](Cl)[N:5]=[CH:4][N:3]=1.[CH2:9]([OH:12])[CH:10]=[CH2:11].C(=O)([O-])[O-].[Cs+].[Cs+]. (5) Given the product [F:35][C:30]1[CH:31]=[CH:32][CH:33]=[CH:34][C:29]=1[C:28]1[C:24]2[N:23]=[CH:8][N:9]([CH2:10][CH:16]([CH3:17])[CH3:15])[C:36](=[O:38])[C:25]=2[S:26][CH:27]=1, predict the reactants needed to synthesize it. The reactants are: C1(N2C(=O)C3S[CH:15]=[C:16]([C:17]4C=CC=CC=4)[C:10]=3[N:9]=[CH:8]2)C=CC=CC=1.[NH2:23][C:24]1[C:28]([C:29]2[CH:34]=[CH:33][CH:32]=[CH:31][C:30]=2[F:35])=[CH:27][S:26][C:25]=1[C:36]([O:38]C)=O.C(OCC)(OCC)OCC.C(N)C(C)C. (6) Given the product [CH3:1][O:2][C:3]1[CH:4]=[C:5]([C:9]2[C@:10]3([CH2:26][CH2:25][C@H:24]4[C@@H:15]([CH2:16][CH2:17][C:18]5[CH:19]=[C:20]([C:27]([NH:31][CH2:32][CH2:33][C:34]([OH:36])=[O:35])=[O:28])[CH:21]=[CH:22][C:23]=54)[C@@H:12]3[CH2:13][CH:14]=2)[CH3:11])[CH:6]=[N:7][CH:8]=1, predict the reactants needed to synthesize it. The reactants are: [CH3:1][O:2][C:3]1[CH:4]=[C:5]([C:9]2[C@:10]3([CH2:26][CH2:25][C@H:24]4[C@@H:15]([CH2:16][CH2:17][C:18]5[CH:19]=[C:20]([C:27](O)=[O:28])[CH:21]=[CH:22][C:23]=54)[C@@H:12]3[CH2:13][CH:14]=2)[CH3:11])[CH:6]=[N:7][CH:8]=1.Cl.[NH2:31][CH2:32][CH2:33][C:34]([O:36]CC)=[O:35].